From a dataset of Forward reaction prediction with 1.9M reactions from USPTO patents (1976-2016). Predict the product of the given reaction. Given the reactants S(=O)(=O)(O)[OH:2].[C:6]([C:8]1[CH:13]=[C:12]([CH3:14])[C:11]([N+:15]([O-:17])=[O:16])=[CH:10][N:9]=1)#N.[CH2:18]([OH:20])[CH3:19], predict the reaction product. The product is: [CH3:14][C:12]1[C:11]([N+:15]([O-:17])=[O:16])=[CH:10][N:9]=[C:8]([C:6]([O:20][CH2:18][CH3:19])=[O:2])[CH:13]=1.